From a dataset of Forward reaction prediction with 1.9M reactions from USPTO patents (1976-2016). Predict the product of the given reaction. Given the reactants C1CCN2C(=NCCC2)CC1.[CH:12]1([C:17]2([CH2:25][CH2:26][C:27]3[CH:32]=[CH:31][C:30]([O:33][CH3:34])=[CH:29][CH:28]=3)[O:22][C:21](=[O:23])[CH2:20][C:19](=[O:24])[CH2:18]2)[CH2:16][CH2:15][CH2:14][CH2:13]1.[CH2:35](Br)[C:36]1[CH:41]=[CH:40][CH:39]=[CH:38][CH:37]=1.[I-].[Na+], predict the reaction product. The product is: [CH2:35]([CH:20]1[C:19](=[O:24])[CH2:18][C:17]([CH:12]2[CH2:16][CH2:15][CH2:14][CH2:13]2)([CH2:25][CH2:26][C:27]2[CH:32]=[CH:31][C:30]([O:33][CH3:34])=[CH:29][CH:28]=2)[O:22][C:21]1=[O:23])[C:36]1[CH:41]=[CH:40][CH:39]=[CH:38][CH:37]=1.